Task: Regression. Given two drug SMILES strings and cell line genomic features, predict the synergy score measuring deviation from expected non-interaction effect.. Dataset: NCI-60 drug combinations with 297,098 pairs across 59 cell lines (1) Drug 1: CC1=C2C(C(=O)C3(C(CC4C(C3C(C(C2(C)C)(CC1OC(=O)C(C(C5=CC=CC=C5)NC(=O)OC(C)(C)C)O)O)OC(=O)C6=CC=CC=C6)(CO4)OC(=O)C)OC)C)OC. Drug 2: CS(=O)(=O)C1=CC(=C(C=C1)C(=O)NC2=CC(=C(C=C2)Cl)C3=CC=CC=N3)Cl. Cell line: NCI-H322M. Synergy scores: CSS=51.6, Synergy_ZIP=2.17, Synergy_Bliss=4.07, Synergy_Loewe=-44.7, Synergy_HSA=4.23. (2) Cell line: A549. Drug 1: CCCS(=O)(=O)NC1=C(C(=C(C=C1)F)C(=O)C2=CNC3=C2C=C(C=N3)C4=CC=C(C=C4)Cl)F. Synergy scores: CSS=17.2, Synergy_ZIP=-6.52, Synergy_Bliss=1.16, Synergy_Loewe=-3.27, Synergy_HSA=-1.22. Drug 2: C1CCC(CC1)NC(=O)N(CCCl)N=O. (3) Cell line: ACHN. Drug 2: C1=CC=C(C(=C1)C(C2=CC=C(C=C2)Cl)C(Cl)Cl)Cl. Synergy scores: CSS=0.475, Synergy_ZIP=2.41, Synergy_Bliss=5.98, Synergy_Loewe=-1.98, Synergy_HSA=-2.07. Drug 1: CC1=CC=C(C=C1)C2=CC(=NN2C3=CC=C(C=C3)S(=O)(=O)N)C(F)(F)F. (4) Drug 1: CC1=C(C=C(C=C1)NC(=O)C2=CC=C(C=C2)CN3CCN(CC3)C)NC4=NC=CC(=N4)C5=CN=CC=C5. Drug 2: CC12CCC3C(C1CCC2OP(=O)(O)O)CCC4=C3C=CC(=C4)OC(=O)N(CCCl)CCCl.[Na+]. Cell line: MCF7. Synergy scores: CSS=-19.4, Synergy_ZIP=8.63, Synergy_Bliss=-0.626, Synergy_Loewe=-7.25, Synergy_HSA=-11.2. (5) Drug 1: C1=NC2=C(N1)C(=S)N=C(N2)N. Drug 2: C1C(C(OC1N2C=NC(=NC2=O)N)CO)O. Cell line: SF-295. Synergy scores: CSS=35.4, Synergy_ZIP=-0.837, Synergy_Bliss=-1.42, Synergy_Loewe=-2.12, Synergy_HSA=1.80. (6) Drug 1: COC1=C(C=C2C(=C1)N=CN=C2NC3=CC(=C(C=C3)F)Cl)OCCCN4CCOCC4. Drug 2: N.N.Cl[Pt+2]Cl. Cell line: MCF7. Synergy scores: CSS=9.93, Synergy_ZIP=-0.0759, Synergy_Bliss=5.94, Synergy_Loewe=-0.335, Synergy_HSA=1.58. (7) Synergy scores: CSS=44.2, Synergy_ZIP=0.497, Synergy_Bliss=0.715, Synergy_Loewe=2.33, Synergy_HSA=5.33. Cell line: SK-MEL-28. Drug 2: CC1=C2C(C(=O)C3(C(CC4C(C3C(C(C2(C)C)(CC1OC(=O)C(C(C5=CC=CC=C5)NC(=O)OC(C)(C)C)O)O)OC(=O)C6=CC=CC=C6)(CO4)OC(=O)C)O)C)O. Drug 1: C1=CC(=C2C(=C1NCCNCCO)C(=O)C3=C(C=CC(=C3C2=O)O)O)NCCNCCO.